This data is from TCR-epitope binding with 47,182 pairs between 192 epitopes and 23,139 TCRs. The task is: Binary Classification. Given a T-cell receptor sequence (or CDR3 region) and an epitope sequence, predict whether binding occurs between them. (1) The epitope is VTEHDTLLY. The TCR CDR3 sequence is CSATGTSGRVETQYF. Result: 1 (the TCR binds to the epitope). (2) The TCR CDR3 sequence is CASGDDNTGELFF. The epitope is YLQPRTFLL. Result: 1 (the TCR binds to the epitope). (3) The epitope is KMQRMLLEK. The TCR CDR3 sequence is CASSLEGISFEQYF. Result: 0 (the TCR does not bind to the epitope). (4) The epitope is VTIAEILLI. The TCR CDR3 sequence is CASSLAQVASGRSNEQFF. Result: 1 (the TCR binds to the epitope). (5) The epitope is KAYNVTQAF. The TCR CDR3 sequence is CASSLGGAIVEQFF. Result: 1 (the TCR binds to the epitope).